Dataset: Forward reaction prediction with 1.9M reactions from USPTO patents (1976-2016). Task: Predict the product of the given reaction. (1) Given the reactants [O:1]1[CH:5]=[CH:4][CH:3]=[C:2]1[CH:6]=[CH:7][C:8]([OH:10])=O.C(Cl)(=O)C(Cl)=O.CN(C=O)C.[S-:22][C:23]#[N:24].[K+], predict the reaction product. The product is: [O:1]1[CH:5]=[CH:4][CH:3]=[C:2]1/[CH:6]=[CH:7]/[C:8]([N:24]=[C:23]=[S:22])=[O:10]. (2) Given the reactants [Cl:1][C:2]1[C:7]([N+:8]([O-:10])=[O:9])=[C:6]([NH:11][C@@H:12]([CH3:15])[CH2:13][OH:14])[C:5]([CH3:16])=[C:4]([CH3:17])[N:3]=1.[Si:18](Cl)([C:21]([CH3:24])([CH3:23])[CH3:22])([CH3:20])[CH3:19], predict the reaction product. The product is: [Si:18]([O:14][CH2:13][C@@H:12]([NH:11][C:6]1[C:5]([CH3:16])=[C:4]([CH3:17])[N:3]=[C:2]([Cl:1])[C:7]=1[N+:8]([O-:10])=[O:9])[CH3:15])([C:21]([CH3:24])([CH3:23])[CH3:22])([CH3:20])[CH3:19]. (3) Given the reactants [CH3:1][C:2]1[CH:11]=[CH:10][C:5]([C:6]([O:8]C)=[O:7])=[CH:4][C:3]=1[NH:12][C:13](=[O:28])[C:14]1[CH:19]=[CH:18][C:17]([O:20][CH2:21][C:22]2[CH:27]=[CH:26][CH:25]=[CH:24][N:23]=2)=[CH:16][CH:15]=1.[OH-].[Na+].Cl, predict the reaction product. The product is: [CH3:1][C:2]1[CH:11]=[CH:10][C:5]([C:6]([OH:8])=[O:7])=[CH:4][C:3]=1[NH:12][C:13](=[O:28])[C:14]1[CH:19]=[CH:18][C:17]([O:20][CH2:21][C:22]2[CH:27]=[CH:26][CH:25]=[CH:24][N:23]=2)=[CH:16][CH:15]=1. (4) Given the reactants [Br:1][C:2]1[CH:10]=[CH:9][CH:8]=[C:7]2[C:3]=1[C:4]1([CH2:15][O:14][C:13]3[CH:16]=[C:17]4[C:21](=[CH:22][C:12]1=3)[CH2:20][CH2:19][O:18]4)[C:5](=[O:11])[NH:6]2.CC1C=CC(S(O[CH2:34][C@H:35]2[CH2:39][CH2:38][CH2:37][O:36]2)(=O)=O)=CC=1.BrCC1CCCCO1, predict the reaction product. The product is: [Br:1][C:2]1[CH:10]=[CH:9][CH:8]=[C:7]2[C:3]=1[C:4]1([CH2:15][O:14][C:13]3[CH:16]=[C:17]4[C:21](=[CH:22][C:12]1=3)[CH2:20][CH2:19][O:18]4)[C:5](=[O:11])[N:6]2[CH2:34][C@H:35]1[CH2:39][CH2:38][CH2:37][O:36]1. (5) Given the reactants [OH:1][C:2]([CH3:26])([CH3:25])[CH2:3][CH2:4][C:5]1[O:9][N:8]=[C:7]([C:10]2[CH:11]=[CH:12][C:13]([CH3:24])=[C:14]([NH:16]C(=O)OC(C)(C)C)[CH:15]=2)[N:6]=1, predict the reaction product. The product is: [NH2:16][C:14]1[CH:15]=[C:10]([C:7]2[N:6]=[C:5]([CH2:4][CH2:3][C:2]([CH3:26])([OH:1])[CH3:25])[O:9][N:8]=2)[CH:11]=[CH:12][C:13]=1[CH3:24].